The task is: Predict the reactants needed to synthesize the given product.. This data is from Full USPTO retrosynthesis dataset with 1.9M reactions from patents (1976-2016). (1) The reactants are: [Br:1][C:2]1[C:3]([O:11][CH3:12])=[C:4]([CH:8]=[CH:9][CH:10]=1)[C:5]([OH:7])=[O:6].[CH3:13]O. Given the product [CH3:13][O:6][C:5](=[O:7])[C:4]1[CH:8]=[CH:9][CH:10]=[C:2]([Br:1])[C:3]=1[O:11][CH3:12], predict the reactants needed to synthesize it. (2) Given the product [CH3:46][C:28]1[CH:29]=[CH:30][C:31]([S:33](=[O:45])(=[O:44])[NH:34][CH2:35][CH2:36][C:37]2[CH:42]=[CH:41][C:40]([S:8][C:5]3[CH:6]=[CH:7][C:2]([CH3:1])=[CH:3][CH:4]=3)=[CH:39][CH:38]=2)=[CH:32][C:27]=1[C:26]([OH:25])=[O:47], predict the reactants needed to synthesize it. The reactants are: [CH3:1][C:2]1[CH:7]=[CH:6][C:5]([SH:8])=[CH:4][CH:3]=1.P([O-])([O-])([O-])=O.[K+].[K+].[K+].CN(C)CC(O)=O.C[O:25][C:26](=[O:47])[C:27]1[CH:32]=[C:31]([S:33](=[O:45])(=[O:44])[NH:34][CH2:35][CH2:36][C:37]2[CH:42]=[CH:41][C:40](I)=[CH:39][CH:38]=2)[CH:30]=[CH:29][C:28]=1[CH3:46]. (3) Given the product [Cl:1][C:2]1[C:9]([NH:10][C:11]2[N:22]([CH3:23])[C:18]3[CH:17]=[C:16]([N:24]4[CH2:29][CH2:28][CH:27]([C:30]([F:32])([F:33])[F:31])[CH2:26][CH2:25]4)[C:15]([Cl:14])=[CH:21][C:19]=3[N:20]=2)=[CH:8][C:5]([C:6]#[N:7])=[C:4]([F:13])[CH:3]=1, predict the reactants needed to synthesize it. The reactants are: [Cl:1][C:2]1[C:9]([N:10]=[C:11]=S)=[CH:8][C:5]([C:6]#[N:7])=[C:4]([F:13])[CH:3]=1.[Cl:14][C:15]1[C:16]([N:24]2[CH2:29][CH2:28][CH:27]([C:30]([F:33])([F:32])[F:31])[CH2:26][CH2:25]2)=[CH:17][C:18]([NH:22][CH3:23])=[C:19]([CH:21]=1)[NH2:20].CC(C)N=C=NC(C)C. (4) Given the product [CH:9]1[C:17]2[C:16]3[CH:18]=[CH:19][CH:20]=[CH:21][C:15]=3[O:14][C:13]=2[C:12]([C:22]2[CH:23]=[C:24]([C:2]3[CH:7]=[C:6]([C:42]4[CH:43]=[CH:21][CH:15]=[C:16]([C:17]5[C:13]6[O:34][C:31]7[CH:24]=[CH:25][CH:26]=[CH:27][C:22]=7[C:12]=6[CH:11]=[CH:10][CH:9]=5)[CH:41]=4)[N:5]=[CH:4][N:3]=3)[CH:25]=[CH:26][CH:27]=2)=[CH:11][CH:10]=1, predict the reactants needed to synthesize it. The reactants are: Cl[C:2]1[CH:7]=[C:6](Cl)[N:5]=[CH:4][N:3]=1.[CH:9]1[C:17]2[C:16]3[CH:18]=[CH:19][CH:20]=[CH:21][C:15]=3[O:14][C:13]=2[C:12]([C:22]2[CH:23]=[C:24](B(O)O)[CH:25]=[CH:26][CH:27]=2)=[CH:11][CH:10]=1.[C:31](=[O:34])([O-])[O-].[Na+].[Na+].CN1[CH2:43][CH2:42][CH2:41]N(C)C1=O.